From a dataset of Forward reaction prediction with 1.9M reactions from USPTO patents (1976-2016). Predict the product of the given reaction. Given the reactants CCN(C(C)C)C(C)C.FC(F)(F)C(O)=O.[F:17][C:18]1[CH:23]=[CH:22][C:21]([S:24]([C@@:27]2([C:32]3[CH:37]=[CH:36][C:35]([C:38]([F:47])([C:43]([F:46])([F:45])[F:44])[C:39]([F:42])([F:41])[F:40])=[CH:34][CH:33]=3)[CH2:31][CH2:30][NH:29][CH2:28]2)(=[O:26])=[O:25])=[CH:20][C:19]=1[CH3:48].F[P-](F)(F)(F)(F)F.CN(C(N(C)C)=[N+]1C2C(=NC=CC=2)[N+]([O-])=N1)C.[Si:73]([O:80][CH2:81][CH:82]1[CH2:87][CH2:86][C:85]([O:91][CH3:92])([C:88](O)=[O:89])[CH2:84][CH2:83]1)([C:76]([CH3:79])([CH3:78])[CH3:77])([CH3:75])[CH3:74], predict the reaction product. The product is: [Si:73]([O:80][CH2:81][CH:82]1[CH2:87][CH2:86][C:85]([C:88]([N:29]2[CH2:30][CH2:31][C@@:27]([S:24]([C:21]3[CH:22]=[CH:23][C:18]([F:17])=[C:19]([CH3:48])[CH:20]=3)(=[O:25])=[O:26])([C:32]3[CH:33]=[CH:34][C:35]([C:38]([F:47])([C:39]([F:42])([F:41])[F:40])[C:43]([F:44])([F:45])[F:46])=[CH:36][CH:37]=3)[CH2:28]2)=[O:89])([O:91][CH3:92])[CH2:84][CH2:83]1)([C:76]([CH3:79])([CH3:78])[CH3:77])([CH3:75])[CH3:74].